Dataset: hERG Central: cardiac toxicity at 1µM, 10µM, and general inhibition. Task: Predict hERG channel inhibition at various concentrations. (1) The drug is CC(C)(O)C#Cc1ccc(C(=O)N2CCN(c3ccc([N+](=O)[O-])cc3)CC2)cc1. Results: hERG_inhib (hERG inhibition (general)): blocker. (2) The drug is COc1ccc2cc(-c3[nH]ncc3CNCCn3nc(C)cc3C)ccc2c1. Results: hERG_inhib (hERG inhibition (general)): blocker. (3) The drug is Cc1ccccc1CCNCc1cc2cccc(C)c2[nH]c1=O. Results: hERG_inhib (hERG inhibition (general)): blocker. (4) Results: hERG_inhib (hERG inhibition (general)): blocker. The compound is Cc1csc(NC(=O)c2ccc3c(=O)n4c(nc3c2)CCCCC4)n1. (5) Results: hERG_inhib (hERG inhibition (general)): blocker. The molecule is CCN1/C(=C/C=C/c2sc3ccccc3[n+]2CC)Sc2ccccc21.[I-]. (6) The molecule is COc1ccc2cc(CN(Cc3cccnc3)Cc3nnnn3Cc3ccccc3)c(=O)[nH]c2c1. Results: hERG_inhib (hERG inhibition (general)): blocker.